Dataset: Peptide-MHC class I binding affinity with 185,985 pairs from IEDB/IMGT. Task: Regression. Given a peptide amino acid sequence and an MHC pseudo amino acid sequence, predict their binding affinity value. This is MHC class I binding data. (1) The peptide sequence is YLYTEYFLFL. The MHC is HLA-A02:02 with pseudo-sequence HLA-A02:02. The binding affinity (normalized) is 1.00. (2) The peptide sequence is NLGDKQDTF. The MHC is HLA-B40:01 with pseudo-sequence HLA-B40:01. The binding affinity (normalized) is 0.0847. (3) The peptide sequence is LLPPGAAST. The MHC is Mamu-A01 with pseudo-sequence Mamu-A01. The binding affinity (normalized) is 0.405.